From a dataset of CYP3A4 inhibition data for predicting drug metabolism from PubChem BioAssay. Regression/Classification. Given a drug SMILES string, predict its absorption, distribution, metabolism, or excretion properties. Task type varies by dataset: regression for continuous measurements (e.g., permeability, clearance, half-life) or binary classification for categorical outcomes (e.g., BBB penetration, CYP inhibition). Dataset: cyp3a4_veith. (1) The result is 0 (non-inhibitor). The compound is O=C(N/N=C/c1ccccn1)c1ccco1. (2) The compound is CCCCCCCCCn1cc(C(C)=O)c(=O)[nH]c1=O. The result is 0 (non-inhibitor). (3) The molecule is Cc1cccc(C(=O)NNC(=O)C(=O)NC(C)(C)C)c1. The result is 0 (non-inhibitor).